This data is from Catalyst prediction with 721,799 reactions and 888 catalyst types from USPTO. The task is: Predict which catalyst facilitates the given reaction. (1) Reactant: C[O:2][C:3]([C:5]1([CH3:25])[CH2:9][CH2:8][N:7]([C:10](=[O:24])[C:11]2[CH:16]=[CH:15][CH:14]=[C:13]([O:17][C:18]3[CH:23]=[CH:22][CH:21]=[CH:20][CH:19]=3)[CH:12]=2)[CH2:6]1)=[O:4].C1COCC1.O.[OH-].[Li+]. Product: [CH3:25][C:5]1([C:3]([OH:4])=[O:2])[CH2:9][CH2:8][N:7]([C:10](=[O:24])[C:11]2[CH:16]=[CH:15][CH:14]=[C:13]([O:17][C:18]3[CH:19]=[CH:20][CH:21]=[CH:22][CH:23]=3)[CH:12]=2)[CH2:6]1. The catalyst class is: 5. (2) Reactant: [CH:1]([N:14]1[CH2:17][CH:16]([C:18]([OH:20])=O)[CH2:15]1)([C:8]1[CH:13]=[CH:12][CH:11]=[CH:10][CH:9]=1)[C:2]1[CH:7]=[CH:6][CH:5]=[CH:4][CH:3]=1.[CH2:21]([N:23](CC)CC)C.F[P-](F)(F)(F)(F)F.N1(O[P+](N(C)C)(N(C)C)N(C)C)C2C=CC=CC=2N=N1.Cl.CN. Product: [CH3:21][NH:23][C:18]([CH:16]1[CH2:17][N:14]([CH:1]([C:8]2[CH:13]=[CH:12][CH:11]=[CH:10][CH:9]=2)[C:2]2[CH:7]=[CH:6][CH:5]=[CH:4][CH:3]=2)[CH2:15]1)=[O:20]. The catalyst class is: 9. (3) Reactant: [CH2:1]([N:4]([CH2:12][CH:13]([CH2:19][CH:20]=[CH2:21])[C:14]([O:16][CH2:17][CH3:18])=[O:15])[C:5]([O:7][C:8]([CH3:11])([CH3:10])[CH3:9])=[O:6])C=C. Product: [CH2:17]([O:16][C:14]([CH:13]1[CH2:19][CH:20]=[CH:21][CH2:1][N:4]([C:5]([O:7][C:8]([CH3:9])([CH3:10])[CH3:11])=[O:6])[CH2:12]1)=[O:15])[CH3:18]. The catalyst class is: 4. (4) Reactant: C([Li])(CC)C.[Si:6]([O:23][CH2:24][C:25]1[C:30]([N:31]2[CH2:36][C@H:35]([CH3:37])[O:34][C@H:33]([CH3:38])[CH2:32]2)=[C:29]([F:39])[C:28]([F:40])=[CH:27][CH:26]=1)([C:19]([CH3:22])([CH3:21])[CH3:20])([C:13]1[CH:18]=[CH:17][CH:16]=[CH:15][CH:14]=1)[C:7]1[CH:12]=[CH:11][CH:10]=[CH:9][CH:8]=1.CON(C)[C:44]([C:46]1[N:47]=[C:48]([CH3:51])[O:49][CH:50]=1)=[O:45]. Product: [Si:6]([O:23][CH2:24][C:25]1[C:30]([N:31]2[CH2:36][C@H:35]([CH3:37])[O:34][C@H:33]([CH3:38])[CH2:32]2)=[C:29]([F:39])[C:28]([F:40])=[C:27]([C:44]([C:46]2[N:47]=[C:48]([CH3:51])[O:49][CH:50]=2)=[O:45])[CH:26]=1)([C:19]([CH3:21])([CH3:22])[CH3:20])([C:7]1[CH:12]=[CH:11][CH:10]=[CH:9][CH:8]=1)[C:13]1[CH:18]=[CH:17][CH:16]=[CH:15][CH:14]=1. The catalyst class is: 1. (5) Reactant: [CH3:1][C:2]1[N:6]2[C:7]3[CH:13]=[CH:12][N:11]([Si](C(C)C)(C(C)C)C(C)C)[C:8]=3[N:9]=[CH:10][C:5]2=[C:4]([C:24]2[CH:29]=[CH:28][C:27]([C:30]([OH:33])([CH3:32])[CH3:31])=[CH:26][CH:25]=2)[N:3]=1.C1C(=O)N([Br:41])C(=O)C1. Product: [Br:41][C:12]1[NH:11][C:8]2[N:9]=[CH:10][C:5]3[N:6]([C:2]([CH3:1])=[N:3][C:4]=3[C:24]3[CH:29]=[CH:28][C:27]([C:30]([OH:33])([CH3:32])[CH3:31])=[CH:26][CH:25]=3)[C:7]=2[CH:13]=1. The catalyst class is: 2. (6) Reactant: C(OC([N:8]1[CH2:13][CH2:12][CH:11]([O:14][NH:15][C:16]([C@@H:18]2[CH2:24][CH2:23][C@@H:22]3[CH2:25][N:19]2[C:20](=[O:31])[N:21]3[O:26][S:27]([O-:30])(=[O:29])=[O:28])=[O:17])[CH2:10][CH2:9]1)=O)(C)(C)C.C([N+](CCCC)(CCCC)CCCC)CCC.FC(F)(F)C(O)=O. Product: [O:31]=[C:20]1[N:19]2[CH2:25][C@@H:22]([CH2:23][CH2:24][C@H:18]2[C:16]([NH:15][O:14][CH:11]2[CH2:12][CH2:13][NH:8][CH2:9][CH2:10]2)=[O:17])[N:21]1[O:26][S:27]([OH:30])(=[O:29])=[O:28]. The catalyst class is: 2. (7) Reactant: C([O-])(=O)C(C)O.[Al+3:7].C([O-])(=O)C(C)O.C([O-])(=O)C(C)O.[OH:20][C:21]1[CH:22]=[CH:23][CH:24]=[C:25]2[C:30]=1[N:29]=[CH:28][CH:27]=[CH:26]2. Product: [CH:23]1[CH:22]=[C:21]([O-:20])[C:30]2[N:29]=[CH:28][CH:27]=[CH:26][C:25]=2[CH:24]=1.[CH:23]1[CH:22]=[C:21]([O-:20])[C:30]2[N:29]=[CH:28][CH:27]=[CH:26][C:25]=2[CH:24]=1.[CH:23]1[CH:22]=[C:21]([O-:20])[C:30]2[N:29]=[CH:28][CH:27]=[CH:26][C:25]=2[CH:24]=1.[Al+3:7]. The catalyst class is: 8. (8) Reactant: [Br:1][CH2:2][C:3]([OH:5])=O.CC(N=C=NC(C)C)C.[NH2:15][C:16]1[CH:17]=[C:18]([S:22]([NH:25][C:26]2[C:35]([NH:36][C:37]3[CH:42]=[C:41]([O:43][CH3:44])[CH:40]=[C:39]([O:45][CH3:46])[CH:38]=3)=[N:34][C:33]3[C:28](=[CH:29][CH:30]=[CH:31][CH:32]=3)[N:27]=2)(=[O:24])=[O:23])[CH:19]=[CH:20][CH:21]=1. Product: [Br:1][CH2:2][C:3]([NH:15][C:16]1[CH:21]=[CH:20][CH:19]=[C:18]([S:22](=[O:23])(=[O:24])[NH:25][C:26]2[C:35]([NH:36][C:37]3[CH:42]=[C:41]([O:43][CH3:44])[CH:40]=[C:39]([O:45][CH3:46])[CH:38]=3)=[N:34][C:33]3[C:28](=[CH:29][CH:30]=[CH:31][CH:32]=3)[N:27]=2)[CH:17]=1)=[O:5]. The catalyst class is: 2. (9) Reactant: [Br:1][C:2]1[CH:7]=[CH:6][C:5]([S:8]([CH3:11])(=[O:10])=[O:9])=[C:4](F)[CH:3]=1.CN(C=O)C.[CH3:18][S-:19].[Na+].O. Product: [Br:1][C:2]1[CH:7]=[CH:6][C:5]([S:8]([CH3:11])(=[O:10])=[O:9])=[C:4]([S:19][CH3:18])[CH:3]=1. The catalyst class is: 2.